Task: Predict the reaction yield, written as a fraction of the theoretical maximum amount of product (1.0 means a 100% yield; for example, 0.34 means a 34% yield).. Dataset: Reaction yield outcomes from USPTO patents with 853,638 reactions (1) The reactants are [CH2:1]([N:5]1[CH:10]=[CH:9][C:8]([CH2:11]N(C)C)=[C:7]([OH:15])[C:6]1=[S:16])[CH2:2][CH2:3][CH3:4].IC. The catalyst is C(Cl)Cl. The product is [CH2:1]([N:5]1[CH:10]=[CH:9][C:8]([CH3:11])=[C:7]([OH:15])[C:6]1=[S:16])[CH2:2][CH2:3][CH3:4]. The yield is 0.700. (2) The reactants are [Si]([O:8][CH2:9][CH2:10][NH:11][C:12]1[CH:13]=[N:14][C:15]2[C:20]([CH:21]=1)=[CH:19][C:18]([S:22][C:23]1[N:27]3[CH:28]=[C:29]([C:32]4[CH:33]=[N:34][N:35]([CH3:37])[CH:36]=4)[CH:30]=[CH:31][C:26]3=[N:25][N:24]=1)=[CH:17][CH:16]=2)(C(C)(C)C)(C)C.CCCC[N+](CCCC)(CCCC)CCCC.[F-]. The catalyst is C1COCC1. The product is [CH3:37][N:35]1[CH:36]=[C:32]([C:29]2[CH:30]=[CH:31][C:26]3[N:27]([C:23]([S:22][C:18]4[CH:19]=[C:20]5[C:15](=[CH:16][CH:17]=4)[N:14]=[CH:13][C:12]([NH:11][CH2:10][CH2:9][OH:8])=[CH:21]5)=[N:24][N:25]=3)[CH:28]=2)[CH:33]=[N:34]1. The yield is 0.280. (3) The product is [N:53]1([C:56]2[CH:57]=[CH:58][C:59]([NH:60][C:12]([C:9]3[NH:10][C:11]4[C:6]([C:7](=[O:15])[CH:8]=3)=[CH:5][C:4]([O:16][CH3:17])=[CH:3][C:2]=4[Br:1])=[O:14])=[CH:61][CH:62]=2)[CH2:52][CH2:51][O:50][CH2:55][CH2:54]1. The catalyst is CN(C)C=O. The yield is 0.580. The reactants are [Br:1][C:2]1[CH:3]=[C:4]([O:16][CH3:17])[CH:5]=[C:6]2[C:11]=1[NH:10][C:9]([C:12]([OH:14])=O)=[CH:8][C:7]2=[O:15].CN(C(ON1N=NC2C=CC=CC1=2)=[N+](C)C)C.[B-](F)(F)(F)F.C1C=CC2N(O)N=NC=2C=1.[O:50]1[CH2:55][CH2:54][N:53]([C:56]2[CH:62]=[CH:61][C:59]([NH2:60])=[CH:58][CH:57]=2)[CH2:52][CH2:51]1.C(N(C(C)C)CC)(C)C. (4) The reactants are [Br:1][C:2]1[CH:3]=[C:4]2[C:9](=[CH:10][CH:11]=1)[C:8](=[O:12])[NH:7][C:6](=[O:13])[C:5]2=[CH:14]OC.CN(C)C=O.[CH3:22][N:23]([CH3:30])[CH2:24][CH2:25][CH2:26][CH2:27][CH2:28][NH2:29]. The catalyst is CCOCC. The product is [Br:1][C:2]1[CH:3]=[C:4]2[C:9](=[CH:10][CH:11]=1)[C:8](=[O:12])[NH:7][C:6](=[O:13])/[C:5]/2=[CH:14]\[NH:29][CH2:28][CH2:27][CH2:26][CH2:25][CH2:24][N:23]([CH3:30])[CH3:22]. The yield is 0.640. (5) The reactants are C[O:2][C:3]([C:5]1[CH:6]=[C:7]([Cl:31])[CH:8]=[C:9]2[C:14]=1[NH:13][CH:12]([C:15]1[CH:20]=[CH:19][CH:18]=[C:17]([NH:21][C:22]([CH3:28])([C:24](=[O:27])[NH:25][CH3:26])[CH3:23])[CH:16]=1)[C:11]([CH3:30])([CH3:29])[CH2:10]2)=[O:4].O.[OH-].[Li+].O.Cl. The catalyst is CO.O1CCCC1. The product is [Cl:31][C:7]1[CH:8]=[C:9]2[C:14](=[C:5]([C:3]([OH:4])=[O:2])[CH:6]=1)[NH:13][CH:12]([C:15]1[CH:20]=[CH:19][CH:18]=[C:17]([NH:21][C:22]([CH3:28])([C:24](=[O:27])[NH:25][CH3:26])[CH3:23])[CH:16]=1)[C:11]([CH3:30])([CH3:29])[CH2:10]2. The yield is 0.330. (6) The reactants are C([O:4][CH2:5][C:6]1[CH:7]=[C:8]2[C:12](=[CH:13][C:14]=1[NH2:15])[N:11]([C:16]([C:29]1[CH:34]=[CH:33][CH:32]=[CH:31][CH:30]=1)([C:23]1[CH:28]=[CH:27][CH:26]=[CH:25][CH:24]=1)[C:17]1[CH:22]=[CH:21][CH:20]=[CH:19][CH:18]=1)[N:10]=[C:9]2[Br:35])(=O)C.C1COCC1.CCO.[H][H].[Li+].[OH-]. No catalyst specified. The product is [NH2:15][C:14]1[CH:13]=[C:12]2[C:8]([C:9]([Br:35])=[N:10][N:11]2[C:16]([C:17]2[CH:18]=[CH:19][CH:20]=[CH:21][CH:22]=2)([C:23]2[CH:28]=[CH:27][CH:26]=[CH:25][CH:24]=2)[C:29]2[CH:34]=[CH:33][CH:32]=[CH:31][CH:30]=2)=[CH:7][C:6]=1[CH2:5][OH:4]. The yield is 0.500.